This data is from Forward reaction prediction with 1.9M reactions from USPTO patents (1976-2016). The task is: Predict the product of the given reaction. (1) Given the reactants [Cl:1][C:2]1[N:3]=[C:4]([NH:13][C:14]2[CH:19]=[CH:18][C:17]([CH:20]3[CH2:25][CH2:24][N:23]([C:26]([O:28][C:29]([CH3:32])([CH3:31])[CH3:30])=[O:27])[CH2:22][CH2:21]3)=[C:16]([CH3:33])[CH:15]=2)[C:5]2[C:6](=[O:12])[NH:7][CH:8]=[CH:9][C:10]=2[CH:11]=1.C1CCN2C(=NCCC2)CC1.[CH3:45][Si:46]([CH2:49][CH2:50][O:51][CH2:52]Cl)([CH3:48])[CH3:47].C(OCC)(=O)C, predict the reaction product. The product is: [Cl:1][C:2]1[N:3]=[C:4]([NH:13][C:14]2[CH:19]=[CH:18][C:17]([CH:20]3[CH2:25][CH2:24][N:23]([C:26]([O:28][C:29]([CH3:30])([CH3:32])[CH3:31])=[O:27])[CH2:22][CH2:21]3)=[C:16]([CH3:33])[CH:15]=2)[C:5]2[C:6](=[O:12])[N:7]([CH2:52][O:51][CH2:50][CH2:49][Si:46]([CH3:48])([CH3:47])[CH3:45])[CH:8]=[CH:9][C:10]=2[CH:11]=1. (2) Given the reactants Cl[C:2]1[C:7]([CH3:8])=[CH:6][CH:5]=[CH:4][N:3]=1.[NH2:9][C:10]1[CH:14]=[CH:13][N:12]([CH3:15])[N:11]=1.Cl[C:17]1[C:26]2[C:21](=[CH:22][CH:23]=[C:24]([OH:27])[CH:25]=2)[N:20]=[CH:19][N:18]=1, predict the reaction product. The product is: [CH3:15][N:12]1[CH:13]=[CH:14][C:10]([NH:9][C:17]2[C:26]3[C:21](=[CH:22][CH:23]=[C:24]([O:27][C:2]4[C:7]([CH3:8])=[CH:6][CH:5]=[CH:4][N:3]=4)[CH:25]=3)[N:20]=[CH:19][N:18]=2)=[N:11]1. (3) The product is: [F:1][C:2]1[CH:30]=[CH:29][CH:28]=[CH:27][C:3]=1[O:4][C:5]1[C:18](=[O:19])[N:17]([C:20]2[CH:21]=[CH:22][C:23]([F:26])=[CH:24][CH:25]=2)[C:8]2[N:9]=[C:10]([NH:41][CH:38]3[CH2:39][CH2:40][N:35]([S:32]([CH3:31])(=[O:34])=[O:33])[CH2:36][CH2:37]3)[N:11]=[CH:12][C:7]=2[CH:6]=1. Given the reactants [F:1][C:2]1[CH:30]=[CH:29][CH:28]=[CH:27][C:3]=1[O:4][C:5]1[C:18](=[O:19])[N:17]([C:20]2[CH:25]=[CH:24][C:23]([F:26])=[CH:22][CH:21]=2)[C:8]2[N:9]=[C:10](S(C)(=O)=O)[N:11]=[CH:12][C:7]=2[CH:6]=1.[CH3:31][S:32]([N:35]1[CH2:40][CH2:39][CH:38]([NH2:41])[CH2:37][CH2:36]1)(=[O:34])=[O:33].C(OCC)(=O)C, predict the reaction product. (4) Given the reactants C(C1C=CC(C2ON=[C:13]3[C:16]4[C:21]([CH2:22][CH2:23][C:12]=23)=[CH:20][C:19]([CH:24]=[O:25])=[CH:18][CH:17]=4)=CC=1C(F)(F)F)C(C)C.[CH2:30]([C:35]1[S:36]C2C3C(=CC(C=C)=CC=3)CCC=2[N:39]=1)[CH2:31][CH2:32][CH2:33][CH3:34], predict the reaction product. The product is: [CH2:30]([C:35]1[S:36][C:13]2[C:16]3[C:21](=[CH:20][C:19]([CH:24]=[O:25])=[CH:18][CH:17]=3)[CH2:22][CH2:23][C:12]=2[N:39]=1)[CH2:31][CH2:32][CH2:33][CH3:34]. (5) Given the reactants [CH2:1]([O:8][C:9]1[CH:18]=[C:17]([O:19][CH2:20][C:21]2[CH:26]=[CH:25][CH:24]=[CH:23][CH:22]=2)[CH:16]=[C:15](Cl)[C:10]=1[C:11]([NH:13][NH2:14])=[O:12])[C:2]1[CH:7]=[CH:6][CH:5]=[CH:4][CH:3]=1.[CH2:28](OC1C=CC(C(NN)=O)=C(CC)C=1Cl)[C:29]1C=CC=CC=1, predict the reaction product. The product is: [CH2:1]([O:8][C:9]1[CH:18]=[C:17]([O:19][CH2:20][C:21]2[CH:26]=[CH:25][CH:24]=[CH:23][CH:22]=2)[CH:16]=[C:15]([CH2:28][CH3:29])[C:10]=1[C:11]([NH:13][NH2:14])=[O:12])[C:2]1[CH:7]=[CH:6][CH:5]=[CH:4][CH:3]=1. (6) Given the reactants Cl[C:2]1[N:7]=[C:6]([N:8]([CH2:17][C:18]([CH3:21])([CH3:20])[CH3:19])[CH2:9][C:10]2[CH:15]=[CH:14][C:13]([I:16])=[CH:12][CH:11]=2)[CH:5]=[CH:4][N:3]=1.[C-]#N.[Na+].[N:25]12CCN(CC1)C[CH2:26]2.O, predict the reaction product. The product is: [CH3:19][C:18]([CH3:21])([CH3:20])[CH2:17][N:8]([CH2:9][C:10]1[CH:15]=[CH:14][C:13]([I:16])=[CH:12][CH:11]=1)[C:6]1[CH:5]=[CH:4][N:3]=[C:2]([C:26]#[N:25])[N:7]=1. (7) Given the reactants [CH2:1]([C:5]1[N:10]2[N:11]=[CH:12][N:13]=[C:9]2[N:8]([CH:14]2[CH2:23][CH2:22][C:17]3(OCC[O:18]3)[CH2:16][CH2:15]2)[C:7](=[O:24])[C:6]=1[CH2:25][C:26]1[CH:31]=[CH:30][C:29]([C:32]2[C:33]([C:38]#[N:39])=[CH:34][CH:35]=[CH:36][CH:37]=2)=[CH:28][CH:27]=1)[CH2:2][CH2:3][CH3:4].O.C1(C)C=CC(S(O)(=O)=O)=CC=1.CO.O1CCCC1, predict the reaction product. The product is: [CH2:1]([C:5]1[N:10]2[N:11]=[CH:12][N:13]=[C:9]2[N:8]([CH:14]2[CH2:15][CH2:16][C:17](=[O:18])[CH2:22][CH2:23]2)[C:7](=[O:24])[C:6]=1[CH2:25][C:26]1[CH:31]=[CH:30][C:29]([C:32]2[C:33]([C:38]#[N:39])=[CH:34][CH:35]=[CH:36][CH:37]=2)=[CH:28][CH:27]=1)[CH2:2][CH2:3][CH3:4]. (8) Given the reactants [NH:1]([C:3]1[CH:11]=[CH:10][C:6]([C:7]([OH:9])=[O:8])=[CH:5][CH:4]=1)[NH2:2].[C:12]([CH2:15][C:16](=O)[CH3:17])(=O)[CH3:13], predict the reaction product. The product is: [CH3:13][C:12]1[CH:15]=[C:16]([CH3:17])[N:1]([C:3]2[CH:4]=[CH:5][C:6]([C:7]([OH:9])=[O:8])=[CH:10][CH:11]=2)[N:2]=1.